From a dataset of Reaction yield outcomes from USPTO patents with 853,638 reactions. Predict the reaction yield, written as a fraction of the theoretical maximum amount of product (1.0 means a 100% yield; for example, 0.34 means a 34% yield). (1) The reactants are [C:1]([O:5][C:6]([N:8]1[C:16]2[C:11](=[CH:12][CH:13]=[CH:14][CH:15]=2)[C:10]([CH2:17][C@H:18]([NH2:26])[C:19]([O:21][C:22]([CH3:25])([CH3:24])[CH3:23])=[O:20])=[CH:9]1)=[O:7])([CH3:4])([CH3:3])[CH3:2].[CH3:27][O:28][C:29](=[O:40])[C:30](=[CH:35][CH:36]=[CH:37]OC)[C:31](OC)=[O:32].C[O-].[Na+]. The catalyst is CO.O. The product is [C:1]([O:5][C:6]([N:8]1[C:16]2[C:11](=[CH:12][CH:13]=[CH:14][CH:15]=2)[C:10]([CH2:17][C@@H:18]([C:19]([O:21][C:22]([CH3:25])([CH3:24])[CH3:23])=[O:20])[N:26]2[CH:37]=[CH:36][CH:35]=[C:30]([C:29]([O:28][CH3:27])=[O:40])[C:31]2=[O:32])=[CH:9]1)=[O:7])([CH3:3])([CH3:4])[CH3:2]. The yield is 0.570. (2) The reactants are [CH2:1]([N:8]1[CH:16]=[C:15]2[C:10]([CH:11]=[C:12]([C:17]3[CH:18]=[C:19]([CH:27]4[CH2:31][CH2:30][NH:29][CH2:28]4)[N:20]4[C:25]=3[C:24]([NH2:26])=[N:23][CH:22]=[N:21]4)[CH:13]=[CH:14]2)=[N:9]1)[C:2]1[CH:7]=[CH:6][CH:5]=[CH:4][CH:3]=1.[CH3:32][N:33]([CH3:37])[C:34](Cl)=[O:35]. No catalyst specified. The product is [NH2:26][C:24]1[C:25]2=[C:17]([C:12]3[CH:13]=[CH:14][C:15]4[C:10]([CH:11]=3)=[N:9][N:8]([CH2:1][C:2]3[CH:3]=[CH:4][CH:5]=[CH:6][CH:7]=3)[CH:16]=4)[CH:18]=[C:19]([CH:27]3[CH2:31][CH2:30][N:29]([C:34]([N:33]([CH3:37])[CH3:32])=[O:35])[CH2:28]3)[N:20]2[N:21]=[CH:22][N:23]=1. The yield is 0.340. (3) The reactants are [CH3:1][O:2][C:3]([CH:5]1[C:11](=O)[CH2:10][CH:9]([C:13]([O:15][CH3:16])=[O:14])[C:7](=O)[CH2:6]1)=[O:4].[F:17][C:18]1[CH:24]=[CH:23][C:21]([NH2:22])=[CH:20][CH:19]=1.Cl. The catalyst is CO. The product is [F:17][C:18]1[CH:24]=[CH:23][C:21]([NH:22][C:7]2[CH2:6][C:5]([C:3]([O:2][CH3:1])=[O:4])=[C:11]([NH:22][C:21]3[CH:23]=[CH:24][C:18]([F:17])=[CH:19][CH:20]=3)[CH2:10][C:9]=2[C:13]([O:15][CH3:16])=[O:14])=[CH:20][CH:19]=1. The yield is 0.960. (4) The reactants are [Cl:1][C:2]1[N:3]=[C:4]2[NH:9][CH2:8][C:7]3([CH2:11][CH2:10]3)[CH2:6][N:5]2[C:12](=[O:14])[CH:13]=1.[C:15](=O)([O-])[O-].[Cs+].[Cs+].O.[C:22]([O:25][CH2:26][CH3:27])(=O)[CH3:23]. The catalyst is CC#N. The product is [Cl:1][C:2]1[N:3]=[C:4]2[N:9]([CH2:27][CH2:26][O:25][CH:22]([CH3:23])[CH3:15])[CH2:8][C:7]3([CH2:10][CH2:11]3)[CH2:6][N:5]2[C:12](=[O:14])[CH:13]=1. The yield is 0.710. (5) The reactants are Cl[C:2]1[C:11]2[C:6](=[C:7]([C:13]3[CH:14]=[C:15]4[C:20](=[CH:21][CH:22]=3)[N:19]=[C:18]([NH:23][CH3:24])[N:17]=[CH:16]4)[C:8]([CH3:12])=[CH:9][CH:10]=2)[CH:5]=[CH:4][N:3]=1.[F:25][C:26]([F:35])([F:34])[C:27]1[CH:28]=[C:29]([NH2:33])[CH:30]=[CH:31][CH:32]=1.O1CCOCC1.C[Si]([N-][Si](C)(C)C)(C)C.[Li+]. The catalyst is C(OCC)(=O)C.C1C=CC(/C=C/C(/C=C/C2C=CC=CC=2)=O)=CC=1.C1C=CC(/C=C/C(/C=C/C2C=CC=CC=2)=O)=CC=1.C1C=CC(/C=C/C(/C=C/C2C=CC=CC=2)=O)=CC=1.[Pd].[Pd].CN(C1C(C2C(P(C3CCCCC3)C3CCCCC3)=CC=CC=2)=CC=CC=1)C. The product is [CH3:24][NH:23][C:18]1[N:17]=[CH:16][C:15]2[C:20](=[CH:21][CH:22]=[C:13]([C:7]3[C:8]([CH3:12])=[CH:9][CH:10]=[C:11]4[C:6]=3[CH:5]=[CH:4][N:3]=[C:2]4[NH:33][C:29]3[CH:30]=[CH:31][CH:32]=[C:27]([C:26]([F:34])([F:35])[F:25])[CH:28]=3)[CH:14]=2)[N:19]=1. The yield is 0.510. (6) The reactants are [C:1]([C:5]1[CH:10]=[CH:9][C:8]([C:11]2[C:20]3[C:19]([CH3:22])([CH3:21])[CH2:18][CH2:17][C:16]([CH3:24])([CH3:23])[C:15]=3[CH:14]=[C:13]([CH:25]([OH:28])[C:26]#[CH:27])[CH:12]=2)=[CH:7][CH:6]=1)(C)(C)C.I[C:30]1[CH:38]=[CH:37][C:33]([C:34]([OH:36])=[O:35])=[CH:32][CH:31]=1. The catalyst is [Cu](I)I.Cl[Pd](Cl)([P](C1C=CC=CC=1)(C1C=CC=CC=1)C1C=CC=CC=1)[P](C1C=CC=CC=1)(C1C=CC=CC=1)C1C=CC=CC=1. The product is [OH:28][CH:25]([C:13]1[CH:12]=[C:11]([C:8]2[CH:7]=[CH:6][C:5]([CH3:1])=[CH:10][CH:9]=2)[C:20]2[C:19]([CH3:22])([CH3:21])[CH2:18][CH2:17][C:16]([CH3:24])([CH3:23])[C:15]=2[CH:14]=1)[C:26]#[C:27][C:30]1[CH:38]=[CH:37][C:33]([C:34]([OH:36])=[O:35])=[CH:32][CH:31]=1. The yield is 0.720. (7) The reactants are O[CH:2]=[C:3]1[C:11]2[C:6](=[CH:7][C:8]([C:12]([C:14]3[CH:15]=[C:16]([NH:20][C:21]([C:23]4[N:24]([CH3:29])[N:25]=[C:26]([CH3:28])[CH:27]=4)=[O:22])[CH:17]=[CH:18][CH:19]=3)=[O:13])=[CH:9][CH:10]=2)[NH:5][C:4]1=[O:30].[CH2:31]1[CH2:35][O:34][CH2:33][CH2:32]1. No catalyst specified. The product is [CH2:16]([N:20]([CH2:21][CH3:23])[CH2:31][CH2:35][O:34][C:33]1[CH:32]=[CH:11][C:6]([NH:5][CH:2]=[C:3]2[C:11]3[C:6](=[CH:7][C:8]([C:12]([C:14]4[CH:15]=[C:16]([NH:20][C:21]([C:23]5[N:24]([CH3:29])[N:25]=[C:26]([CH3:28])[CH:27]=5)=[O:22])[CH:17]=[CH:18][CH:19]=4)=[O:13])=[CH:9][CH:10]=3)[NH:5][C:4]2=[O:30])=[CH:7][CH:8]=1)[CH3:15]. The yield is 0.0880. (8) The reactants are [H-].[Na+].[CH2:3]([OH:10])[C:4]1[CH:9]=[CH:8][CH:7]=[CH:6][CH:5]=1.[Br:11][C:12]1[N:19]=[CH:18][CH:17]=[C:16](Br)[C:13]=1[C:14]#[N:15]. The catalyst is CN(C=O)C. The product is [CH2:3]([O:10][C:16]1[C:13]([C:14]#[N:15])=[C:12]([Br:11])[N:19]=[CH:18][CH:17]=1)[C:4]1[CH:9]=[CH:8][CH:7]=[CH:6][CH:5]=1. The yield is 0.830. (9) The reactants are Cl[C:2]1[N:7]=[CH:6][C:5]([S:8]([N:11]([CH3:13])[CH3:12])(=[O:10])=[O:9])=[CH:4][CH:3]=1.CCN(C(C)C)C(C)C.[CH3:23][NH:24][C@@H:25]1[CH2:29][CH2:28][N:27]([C:30]2[C:31]3[CH:38]=[CH:37][N:36]([CH2:39][O:40][CH2:41][CH2:42][Si:43]([CH3:46])([CH3:45])[CH3:44])[C:32]=3[N:33]=[CH:34][N:35]=2)[CH2:26]1. The catalyst is CN1C(=O)CCC1.CCOC(C)=O. The product is [CH3:12][N:11]([CH3:13])[S:8]([C:5]1[CH:6]=[N:7][C:2]([N:24]([CH3:23])[C@@H:25]2[CH2:29][CH2:28][N:27]([C:30]3[C:31]4[CH:38]=[CH:37][N:36]([CH2:39][O:40][CH2:41][CH2:42][Si:43]([CH3:46])([CH3:45])[CH3:44])[C:32]=4[N:33]=[CH:34][N:35]=3)[CH2:26]2)=[CH:3][CH:4]=1)(=[O:10])=[O:9]. The yield is 0.0800. (10) The catalyst is CCOCC.C([O-])(=O)C. The product is [Br:14][C:3]1[CH:2]=[CH:1][C:13]2[NH:12][C:11]3[C:6]([C:5]=2[CH:4]=1)=[CH:7][CH:8]=[CH:9][CH:10]=3. The yield is 0.670. The reactants are [CH:1]1[C:13]2[NH:12][C:11]3[C:6](=[CH:7][CH:8]=[CH:9][CH:10]=3)[C:5]=2[CH:4]=[CH:3][CH:2]=1.[Br:14]N1C(=O)CCC1=O.O.